From a dataset of Forward reaction prediction with 1.9M reactions from USPTO patents (1976-2016). Predict the product of the given reaction. (1) Given the reactants [Br:1][C:2]1[N:7]=[CH:6][C:5]([O:8][C:9]2[CH:10]=[CH:11][C:12]([N+:15]([O-])=O)=[N:13][CH:14]=2)=[CH:4][CH:3]=1.O, predict the reaction product. The product is: [Br:1][C:2]1[N:7]=[CH:6][C:5]([O:8][C:9]2[CH:10]=[CH:11][C:12]([NH2:15])=[N:13][CH:14]=2)=[CH:4][CH:3]=1. (2) The product is: [F:1][C:2]1[CH:3]=[C:4]([C:10](=[O:12])[CH2:11][C:13]([O:14][CH3:15])=[O:16])[CH:5]=[CH:6][C:7]=1[O:8][CH3:9]. Given the reactants [F:1][C:2]1[CH:3]=[C:4]([C:10](=[O:12])[CH3:11])[CH:5]=[CH:6][C:7]=1[O:8][CH3:9].[C:13](=O)([O:16]C)[O:14][CH3:15].[H-].[Na+], predict the reaction product. (3) Given the reactants [O:1]=[C:2]1[C:6]([C:13]2[CH:18]=[CH:17][CH:16]=[CH:15][CH:14]=2)([C:7]2[CH:12]=[CH:11][CH:10]=[CH:9][CH:8]=2)[CH2:5][CH2:4][N:3]1[CH2:19][C:20]([OH:22])=O.FC1C=CC(C2(C3C=CC(F)=CC=3)CCN(CC(O)=O)C2=O)=CC=1.O[NH:48]/[C:49](/[C:52]1[CH:53]=[CH:54][C:55]([NH:58][C:59](=[O:65])[O:60][C:61]([CH3:64])([CH3:63])[CH3:62])=[N:56][CH:57]=1)=[N:50]\[H].ON/C(=N\[H])/C1C=CC(C(F)(F)F)=CC=1, predict the reaction product. The product is: [O:1]=[C:2]1[C:6]([C:7]2[CH:12]=[CH:11][CH:10]=[CH:9][CH:8]=2)([C:13]2[CH:18]=[CH:17][CH:16]=[CH:15][CH:14]=2)[CH2:5][CH2:4][N:3]1[CH2:19][C:20]1[O:22][N:48]=[C:49]([C:52]2[CH:53]=[CH:54][C:55]([NH:58][C:59](=[O:65])[O:60][C:61]([CH3:63])([CH3:62])[CH3:64])=[N:56][CH:57]=2)[N:50]=1. (4) Given the reactants [CH3:1][N:2]([CH3:13])[C:3]1[CH:8]=[CH:7][C:6]([CH2:9][C:10]([OH:12])=O)=[CH:5][CH:4]=1.[CH3:14][NH:15][C@H:16]1[CH2:35][N:20]2[C:21]3[C:26]([C:27]([CH2:28][C:29]([O:31]CCC)=[O:30])=[C:19]2[CH2:18][CH2:17]1)=[CH:25][CH:24]=[CH:23][CH:22]=3, predict the reaction product. The product is: [CH3:13][N:2]([CH3:1])[C:3]1[CH:4]=[CH:5][C:6]([CH2:9][C:10]([N:15]([CH3:14])[C@H:16]2[CH2:35][N:20]3[C:21]4[C:26]([C:27]([CH2:28][C:29]([OH:31])=[O:30])=[C:19]3[CH2:18][CH2:17]2)=[CH:25][CH:24]=[CH:23][CH:22]=4)=[O:12])=[CH:7][CH:8]=1.